Dataset: Peptide-MHC class I binding affinity with 185,985 pairs from IEDB/IMGT. Task: Regression. Given a peptide amino acid sequence and an MHC pseudo amino acid sequence, predict their binding affinity value. This is MHC class I binding data. (1) The peptide sequence is STAPSSPPPY. The MHC is HLA-A29:02 with pseudo-sequence HLA-A29:02. The binding affinity (normalized) is 0.270. (2) The peptide sequence is QIMECSRML. The MHC is HLA-A02:03 with pseudo-sequence HLA-A02:03. The binding affinity (normalized) is 0.332. (3) The peptide sequence is DTWHGFKNM. The MHC is HLA-A01:01 with pseudo-sequence HLA-A01:01. The binding affinity (normalized) is 0.0847.